Dataset: Full USPTO retrosynthesis dataset with 1.9M reactions from patents (1976-2016). Task: Predict the reactants needed to synthesize the given product. (1) Given the product [CH2:28]([N:30]1[CH2:34][CH2:33][CH2:32][CH:31]1[CH2:35][NH:36][C:2]1[CH:7]=[CH:6][C:5]([NH:8][C:9]([NH:11][C:12]2[CH:17]=[CH:16][C:15]([O:18][C:19]3[CH:24]=[CH:23][CH:22]=[CH:21][CH:20]=3)=[CH:14][CH:13]=2)=[O:10])=[CH:4][C:3]=1[N+:25]([O-:27])=[O:26])[CH3:29], predict the reactants needed to synthesize it. The reactants are: F[C:2]1[CH:7]=[CH:6][C:5]([NH:8][C:9]([NH:11][C:12]2[CH:17]=[CH:16][C:15]([O:18][C:19]3[CH:24]=[CH:23][CH:22]=[CH:21][CH:20]=3)=[CH:14][CH:13]=2)=[O:10])=[CH:4][C:3]=1[N+:25]([O-:27])=[O:26].[CH2:28]([N:30]1[CH2:34][CH2:33][CH2:32][CH:31]1[CH2:35][NH2:36])[CH3:29]. (2) Given the product [CH3:1][C:2]1([CH3:27])[O:6][C:5](=[O:7])[N:4]([CH:8]2[CH2:9][CH2:10][NH:11][CH2:12][CH2:13]2)[C@H:3]1[C:21]1[CH:26]=[CH:25][CH:24]=[CH:23][CH:22]=1, predict the reactants needed to synthesize it. The reactants are: [CH3:1][C:2]1([CH3:27])[O:6][C:5](=[O:7])[N:4]([CH:8]2[CH2:13][CH2:12][N:11](C(OC(C)(C)C)=O)[CH2:10][CH2:9]2)[C@H:3]1[C:21]1[CH:26]=[CH:25][CH:24]=[CH:23][CH:22]=1.FC(F)(F)C(O)=O. (3) Given the product [CH3:1][O:2][C:3](=[O:21])[C:4]([NH:7][C:8]([C:10]1[CH:19]=[CH:18][C:17]2[C:12](=[CH:13][CH:14]=[CH:15][CH:16]=2)[C:11]=1[O:20][CH2:30][C:25]1[CH:26]=[N:27][C:28]([Cl:29])=[C:23]([Cl:22])[CH:24]=1)=[O:9])([CH3:6])[CH3:5], predict the reactants needed to synthesize it. The reactants are: [CH3:1][O:2][C:3](=[O:21])[C:4]([NH:7][C:8]([C:10]1[CH:19]=[CH:18][C:17]2[C:12](=[CH:13][CH:14]=[CH:15][CH:16]=2)[C:11]=1[OH:20])=[O:9])([CH3:6])[CH3:5].[Cl:22][C:23]1[CH:24]=[C:25]([CH2:30]O)[CH:26]=[N:27][C:28]=1[Cl:29].C1(P(C2C=CC=CC=2)C2C=CC=CC=2)C=CC=CC=1.CC(OC(/N=N/C(OC(C)C)=O)=O)C. (4) Given the product [NH2:12][CH2:16][C@@H:17]([NH:25][C:26]([C:28]1[S:29][CH:30]=[C:31]([C:33]2[N:37]([CH3:38])[N:36]=[CH:35][N:34]=2)[CH:32]=1)=[O:27])[CH2:18][C:19]1[CH:24]=[CH:23][CH:22]=[CH:21][CH:20]=1, predict the reactants needed to synthesize it. The reactants are: C(O)(C(F)(F)F)=O.CC([N:12]([CH2:16][C@@H:17]([NH:25][C:26]([C:28]1[S:29][CH:30]=[C:31]([C:33]2[N:37]([CH3:38])[N:36]=[CH:35][N:34]=2)[CH:32]=1)=[O:27])[CH2:18][C:19]1[CH:24]=[CH:23][CH:22]=[CH:21][CH:20]=1)C(=O)[O-])(C)C.